From a dataset of Forward reaction prediction with 1.9M reactions from USPTO patents (1976-2016). Predict the product of the given reaction. (1) Given the reactants [CH2:1]([O:3][C:4]([C:6]1([C:9]2[CH:14]=[CH:13][C:12]([C:15]3[CH:20]=[CH:19][C:18]([C:21]4[S:22][C:23]([F:29])=[CH:24][C:25]=4C(O)=O)=[CH:17][C:16]=3[O:30][CH3:31])=[CH:11][CH:10]=2)[CH2:8][CH2:7]1)=[O:5])[CH3:2].C([N:34]([CH2:37]C)CC)C.C1(P(N=[N+]=[N-])(C2C=CC=CC=2)=[O:46])C=CC=CC=1.[CH3:56][C:57]1[C:58]([CH:62]([OH:64])[CH3:63])=[CH:59][S:60][CH:61]=1, predict the reaction product. The product is: [CH2:1]([O:3][C:4]([C:6]1([C:9]2[CH:14]=[CH:13][C:12]([C:15]3[CH:20]=[CH:19][C:18]([C:21]4[S:22][C:23]([F:29])=[CH:24][C:25]=4[NH:34][C:37]([O:64][CH:62]([C:58]4[C:57]([CH3:56])=[CH:61][S:60][CH:59]=4)[CH3:63])=[O:46])=[CH:17][C:16]=3[O:30][CH3:31])=[CH:11][CH:10]=2)[CH2:8][CH2:7]1)=[O:5])[CH3:2]. (2) Given the reactants C(O)(C(F)(F)F)=O.C([SiH](C(C)C)C(C)C)(C)C.[N:18]([CH2:21][C@H:22]1[O:26][C:25](=[O:27])[N:24]([C:28]2[CH:33]=[CH:32][C:31]([S:34][C:35](C3C=CC=CC=3)(C3C=CC=CC=3)C3C=CC=CC=3)=[C:30]([F:54])[CH:29]=2)[CH2:23]1)=[N+:19]=[N-:20].C(N(CC)CC)C, predict the reaction product. The product is: [N:18]([CH2:21][C@H:22]1[O:26][C:25](=[O:27])[N:24]([C:28]2[CH:33]=[CH:32][C:31]([S:34][CH3:35])=[C:30]([F:54])[CH:29]=2)[CH2:23]1)=[N+:19]=[N-:20]. (3) Given the reactants C[C:2]1[N:3]([C@@H:8]([CH2:12][CH2:13][CH2:14][CH2:15]O)[C:9]([OH:11])=O)[C:4]([CH3:7])=[CH:5][CH:6]=1.[CH3:17][S:18]([N:21]1[CH2:26][CH2:25][NH:24][CH2:23][CH2:22]1)(=[O:20])=[O:19].ClCCl.[CH:30]1C=CC2N(O)N=NC=2[CH:35]=1.NO.Cl.NO.C(Cl)(=[O:52])C1C=CC=CC=1.N[C@@H](CCCCO)C(N1CCN(S(C)(=O)=O)CC1)=O.O=C(N1CCCC1)[C@@H](NC(=O)C1C=CC=CC=1)CCCCN[C@@H]1C[C@H]1C1C=CC=CC=1.CS(N1CCN(C(=O)[C@@H](NC(=O)C2C=CC=CC=2)CCCC=O)CC1)(=O)=O.[F:131][C:132]1[CH:137]=[CH:136][C:135]([C@@H:138]2[CH2:140][C@H:139]2[NH2:141])=[CH:134][CH:133]=1, predict the reaction product. The product is: [F:131][C:132]1[CH:133]=[CH:134][C:135]([C@@H:138]2[CH2:140][C@H:139]2[NH:141][CH2:15][CH2:14][CH2:13][CH2:12][C@H:8]([NH:3][C:2](=[O:52])[C:6]2[CH:5]=[CH:4][CH:7]=[CH:35][CH:30]=2)[C:9]([N:24]2[CH2:25][CH2:26][N:21]([S:18]([CH3:17])(=[O:20])=[O:19])[CH2:22][CH2:23]2)=[O:11])=[CH:136][CH:137]=1. (4) Given the reactants [OH:1][C@@H:2]1[CH2:6][C@H:5]([OH:7])[C@H:4]([CH2:8]/[CH:9]=[CH:10]\[CH2:11][CH2:12][CH2:13][C:14]([OH:16])=[O:15])[C@H:3]1[CH2:17][CH2:18][C@@H:19]([OH:28])[CH2:20][CH2:21][C:22]1[CH:27]=[CH:26][CH:25]=[CH:24][CH:23]=1.[Br-].C1CCN2C(=NCCC2)CC1.[CH:41]([C:43]1[CH:44]=[C:45]([CH:55]=[CH:56][CH:57]=1)[O:46][CH2:47][C:48]([O:50][CH2:51][CH2:52][CH2:53]Br)=[O:49])=[O:42], predict the reaction product. The product is: [OH:1][C@@H:2]1[CH2:6][C@H:5]([OH:7])[C@H:4]([CH2:8]/[CH:9]=[CH:10]\[CH2:11][CH2:12][CH2:13][C:14]([O:16][CH2:53][CH2:52][CH2:51][O:50][C:48](=[O:49])[CH2:47][O:46][C:45]2[CH:55]=[CH:56][CH:57]=[C:43]([CH:41]=[O:42])[CH:44]=2)=[O:15])[C@H:3]1[CH2:17][CH2:18][C@@H:19]([OH:28])[CH2:20][CH2:21][C:22]1[CH:23]=[CH:24][CH:25]=[CH:26][CH:27]=1. (5) Given the reactants [NH:1]1[CH2:6][CH2:5][CH:4]([CH2:7][NH:8][C:9](=[O:24])[C:10]2[CH:15]=[C:14]([C:16]([F:19])([F:18])[F:17])[CH:13]=[C:12]([C:20]([F:23])([F:22])[F:21])[CH:11]=2)[CH2:3][CH2:2]1.[CH3:25][CH2:26][N:27](C(C)C)C(C)C.BrCC#N, predict the reaction product. The product is: [C:26]([CH2:25][N:1]1[CH2:6][CH2:5][CH:4]([CH2:7][NH:8][C:9](=[O:24])[C:10]2[CH:11]=[C:12]([C:20]([F:21])([F:22])[F:23])[CH:13]=[C:14]([C:16]([F:18])([F:19])[F:17])[CH:15]=2)[CH2:3][CH2:2]1)#[N:27]. (6) Given the reactants C([O:3][C:4](=[O:32])[CH2:5][S:6][C:7]1[S:11][C:10]([NH:12][C:13]([N:15]([C:23]2[CH:31]=[CH:30][C:26]3[O:27][CH2:28][O:29][C:25]=3[CH:24]=2)[CH2:16][CH:17]2[CH2:22][CH2:21][CH2:20][CH2:19][CH2:18]2)=[O:14])=[N:9][CH:8]=1)C.C1(CN(C2C=CC(S(C)(=O)=O)=CC=2)C(=O)NC2SC=C(CC(O)=O)N=2)CCCC1.O1C2C=CC(NCC3CCCCC3)=CC=2OC1.C(OC(=O)CSC1SC(N)=NC=1)C, predict the reaction product. The product is: [O:27]1[C:26]2[CH:30]=[CH:31][C:23]([N:15]([CH2:16][CH:17]3[CH2:22][CH2:21][CH2:20][CH2:19][CH2:18]3)[C:13](=[O:14])[NH:12][C:10]3[S:11][C:7]([S:6][CH2:5][C:4]([OH:32])=[O:3])=[CH:8][N:9]=3)=[CH:24][C:25]=2[O:29][CH2:28]1. (7) The product is: [CH:17]1([C:4]([C:5]2[CH:6]=[N:7][C:8]([C:11]([F:14])([F:13])[F:12])=[CH:9][CH:10]=2)=[O:15])[CH2:19][CH2:18]1. Given the reactants CON(C)[C:4](=[O:15])[C:5]1[CH:10]=[CH:9][C:8]([C:11]([F:14])([F:13])[F:12])=[N:7][CH:6]=1.[CH:17]1([Mg]Br)[CH2:19][CH2:18]1, predict the reaction product.